The task is: Predict the reaction yield, written as a fraction of the theoretical maximum amount of product (1.0 means a 100% yield; for example, 0.34 means a 34% yield).. This data is from Reaction yield outcomes from USPTO patents with 853,638 reactions. (1) The reactants are [CH3:1][C:2]1[O:3][C:4]2[C:16]([CH3:17])=[C:15]([CH3:18])[C:14]([NH2:19])=[C:13]([CH3:20])[C:5]=2[C:6]=1[C:7]1[CH:12]=[CH:11][CH:10]=[CH:9][CH:8]=1.[F:21][C:22]1[CH:30]=[CH:29][C:25]([C:26](Cl)=[O:27])=[CH:24][CH:23]=1. The catalyst is C(OCC)(=O)C.CCCCCC. The product is [F:21][C:22]1[CH:30]=[CH:29][C:25]([C:26]([NH:19][C:14]2[C:15]([CH3:18])=[C:16]([CH3:17])[C:4]3[O:3][C:2]([CH3:1])=[C:6]([C:7]4[CH:8]=[CH:9][CH:10]=[CH:11][CH:12]=4)[C:5]=3[C:13]=2[CH3:20])=[O:27])=[CH:24][CH:23]=1. The yield is 0.800. (2) The reactants are [Cl:1][C:2]1[CH:7]=[C:6]([C:8](=[O:10])[CH3:9])[CH:5]=[CH:4][N:3]=1.[BH4-].[Na+]. The catalyst is CO. The product is [Cl:1][C:2]1[CH:7]=[C:6]([CH:8]([OH:10])[CH3:9])[CH:5]=[CH:4][N:3]=1. The yield is 0.920. (3) The product is [CH3:19][C:20]1([CH3:36])[C:24]([CH3:26])([CH3:25])[O:23][B:22]([C:7]2[CH2:16][CH2:15][C:10]3([O:14][CH2:13][CH2:12][O:11]3)[CH2:9][CH:8]=2)[O:21]1. The yield is 0.950. The reactants are FC(F)(F)S(O[C:7]1[CH2:16][CH2:15][C:10]2([O:14][CH2:13][CH2:12][O:11]2)[CH2:9][CH:8]=1)(=O)=O.[CH3:19][C:20]1([CH3:36])[C:24]([CH3:26])([CH3:25])[O:23][B:22]([B:22]2[O:23][C:24]([CH3:26])([CH3:25])[C:20]([CH3:36])([CH3:19])[O:21]2)[O:21]1.CC([O-])=O.[K+]. The catalyst is O1CCOCC1.C1C=CC(P(C2C=CC=CC=2)[C-]2C=CC=C2)=CC=1.C1C=CC(P(C2C=CC=CC=2)[C-]2C=CC=C2)=CC=1.Cl[Pd]Cl.[Fe+2].C(Cl)Cl. (4) The reactants are [H-].[Al+3].[Li+].[H-].[H-].[H-].C([O:10][C:11]1[C:12]([C:34]([CH3:37])([CH3:36])[CH3:35])=[CH:13][C:14]2[O:18][C:17]([CH2:24][CH2:25][CH2:26][CH2:27][CH3:28])([CH2:19][CH2:20][CH2:21][CH2:22][CH3:23])[CH2:16][C:15]=2[C:29]=1[C:30]([CH3:33])([CH3:32])[CH3:31])(=O)C.[Cl-].[NH4+].Cl. The catalyst is C(OC)(C)(C)C. The product is [C:30]([C:29]1[C:15]2[CH2:16][C:17]([CH2:19][CH2:20][CH2:21][CH2:22][CH3:23])([CH2:24][CH2:25][CH2:26][CH2:27][CH3:28])[O:18][C:14]=2[CH:13]=[C:12]([C:34]([CH3:35])([CH3:37])[CH3:36])[C:11]=1[OH:10])([CH3:31])([CH3:33])[CH3:32]. The yield is 0.994.